From a dataset of Reaction yield outcomes from USPTO patents with 853,638 reactions. Predict the reaction yield, written as a fraction of the theoretical maximum amount of product (1.0 means a 100% yield; for example, 0.34 means a 34% yield). (1) The reactants are [NH2:1][C:2]1[CH:3]=[C:4]([CH:7]=[CH:8][N:9]=1)[C:5]#[N:6].[CH3:10][S:11](Cl)(=[O:13])=[O:12]. The catalyst is N1C=CC=CC=1. The product is [C:5]([C:4]1[CH:7]=[CH:8][N:9]=[C:2]([NH:1][S:11]([CH3:10])(=[O:13])=[O:12])[CH:3]=1)#[N:6]. The yield is 0.660. (2) The reactants are Br[C:2]1[S:6][C:5]([N:7]([CH3:18])[CH:8]2[CH2:13][C:12]([CH3:15])([CH3:14])[NH:11][C:10]([CH3:17])([CH3:16])[CH2:9]2)=[N:4][N:3]=1.[CH3:19][O:20][C:21]1[CH:30]=[C:29]2[C:24]([CH:25]=[CH:26][CH:27]=[N:28]2)=[CH:23][C:22]=1B(O)O.C(=O)([O-])[O-].[Na+].[Na+].Cl.O1CCOCC1. The catalyst is O.C1C=CC([P]([Pd]([P](C2C=CC=CC=2)(C2C=CC=CC=2)C2C=CC=CC=2)([P](C2C=CC=CC=2)(C2C=CC=CC=2)C2C=CC=CC=2)[P](C2C=CC=CC=2)(C2C=CC=CC=2)C2C=CC=CC=2)(C2C=CC=CC=2)C2C=CC=CC=2)=CC=1.C(COC)OC.O. The product is [CH3:19][O:20][C:21]1[CH:30]=[C:29]2[C:24]([CH:25]=[CH:26][CH:27]=[N:28]2)=[CH:23][C:22]=1[C:2]1[S:6][C:5]([N:7]([CH3:18])[CH:8]2[CH2:13][C:12]([CH3:15])([CH3:14])[NH:11][C:10]([CH3:17])([CH3:16])[CH2:9]2)=[N:4][N:3]=1. The yield is 0.840. (3) The reactants are [C:1](=[N:4][NH:5][C:6](=[O:16])[C:7]1[CH:12]=[CH:11][CH:10]=[C:9]([O:13][CH3:14])[C:8]=1[CH3:15])([CH3:3])[CH3:2].Cl[O:18][N:19]=[CH:20][C:21]1[CH:26]=[C:25]([CH3:27])[CH:24]=[C:23]([CH3:28])[CH:22]=1.C(Cl)(Cl)Cl.C([O-])([O-])=O.[K+].[K+]. The catalyst is O. The product is [CH3:28][C:23]1[CH:22]=[C:21]([C:20]2[N:4]([NH:5][C:6](=[O:16])[C:7]3[CH:12]=[CH:11][CH:10]=[C:9]([O:13][CH3:14])[C:8]=3[CH3:15])[C:1]([CH3:3])([CH3:2])[O:18][N:19]=2)[CH:26]=[C:25]([CH3:27])[CH:24]=1. The yield is 0.320. (4) The yield is 0.770. The catalyst is CCCCCC. The reactants are FC(F)(F)C(O)=O.[Cl:8][C:9]1[C:10]([CH:27]([S:36][C:37]2[CH:42]=[CH:41][C:40]([Cl:43])=[CH:39][CH:38]=2)[C:28]2[CH:33]=[C:32]([F:34])[CH:31]=[CH:30][C:29]=2[F:35])=[CH:11][C:12]([NH:15]CC2C=CC(OC)=C(OC)C=2)=[N:13][CH:14]=1.C(=O)(O)[O-].[Na+]. The product is [Cl:8][C:9]1[C:10]([CH:27]([S:36][C:37]2[CH:42]=[CH:41][C:40]([Cl:43])=[CH:39][CH:38]=2)[C:28]2[CH:33]=[C:32]([F:34])[CH:31]=[CH:30][C:29]=2[F:35])=[CH:11][C:12]([NH2:15])=[N:13][CH:14]=1. (5) The reactants are [Cl:1][C:2]1[CH:3]=[C:4]([NH:10][C:11](=[O:43])[CH2:12][CH2:13][S:14](=[O:42])(=[O:41])[N:15]([C:25]2[CH:26]=[C:27]3[C:32](=[CH:33][CH:34]=2)[N:31]([CH2:35][CH3:36])[C:30](=[O:37])[N:29]([CH2:38][CH3:39])[C:28]3=[O:40])CC2C=CC(OC)=CC=2)[CH:5]=[CH:6][C:7]=1[C:8]#[N:9].C(=O)([O-])O.[Na+]. The catalyst is C(O)(C(F)(F)F)=O. The product is [Cl:1][C:2]1[CH:3]=[C:4]([NH:10][C:11](=[O:43])[CH2:12][CH2:13][S:14](=[O:42])(=[O:41])[NH:15][C:25]2[CH:26]=[C:27]3[C:32](=[CH:33][CH:34]=2)[N:31]([CH2:35][CH3:36])[C:30](=[O:37])[N:29]([CH2:38][CH3:39])[C:28]3=[O:40])[CH:5]=[CH:6][C:7]=1[C:8]#[N:9]. The yield is 0.640. (6) The reactants are CC1(C)C(C)(C)OBO1.[CH3:10][CH:11]([CH3:17])[CH2:12]/[CH:13]=[CH:14]/[CH:15]=[CH2:16].[CH3:18][O:19][C:20]1[CH:31]=[CH:30][C:23]([CH2:24][O:25][C@@H:26]([CH3:29])[CH:27]=[O:28])=[CH:22][CH:21]=1. The catalyst is C1(C)C=CC=CC=1.C1CC=CCCC=C1.C1CC=CCCC=C1.[Ni].C1(P(C2CCCCC2)C2CCCCC2)CCCCC1. The product is [CH3:18][O:19][C:20]1[CH:31]=[CH:30][C:23]([CH2:24][O:25][C@H:26]([C@H:27]([OH:28])[C@H:14]([CH:15]=[CH2:16])[CH2:13][CH2:12][CH:11]([CH3:17])[CH3:10])[CH3:29])=[CH:22][CH:21]=1. The yield is 0.690. (7) The reactants are [C:1]1([CH2:7][C:8](Cl)=[O:9])[CH:6]=[CH:5][CH:4]=[CH:3][CH:2]=1.[CH3:11][C:12]1(C)[O:17]C(=O)[CH2:15][C:14](=O)[O:13]1.N1C=CC=CC=1. The catalyst is C(Cl)Cl. The product is [O:9]=[C:8]([CH2:7][C:1]1[CH:6]=[CH:5][CH:4]=[CH:3][CH:2]=1)[CH2:11][C:12]([O:13][CH2:14][CH3:15])=[O:17]. The yield is 0.380. (8) The reactants are F[C:2]1[CH:7]=[CH:6][C:5]([N+:8]([O-:10])=[O:9])=[CH:4][CH:3]=1.C([O-])([O-])=O.[K+].[K+].[CH3:17][C@H:18]1[CH2:23][NH:22][CH2:21][CH2:20][N:19]1[C:24]([O:26][C:27]([CH3:30])([CH3:29])[CH3:28])=[O:25]. The catalyst is CN(C=O)C. The product is [CH3:17][C@H:18]1[CH2:23][N:22]([C:2]2[CH:7]=[CH:6][C:5]([N+:8]([O-:10])=[O:9])=[CH:4][CH:3]=2)[CH2:21][CH2:20][N:19]1[C:24]([O:26][C:27]([CH3:28])([CH3:30])[CH3:29])=[O:25]. The yield is 0.510. (9) The product is [Cl:1][C:2]1[CH:7]=[CH:6][C:5]([C:8]2([CH2:14][CH2:15][C:16]#[N:17])[CH2:13][CH2:12][N:11]([C:19]3[C:20]4[N:21]([N:25]=[C:26]([NH:28][C:29]5[CH:45]=[CH:44][C:32]([C:33]([N:35]([CH3:43])[CH:36]6[CH2:37][CH2:38][N:39]([CH3:42])[CH2:40][CH2:41]6)=[O:34])=[CH:31][CH:30]=5)[N:27]=4)[CH:22]=[CH:23][CH:24]=3)[CH2:10][CH2:9]2)=[CH:4][CH:3]=1. The reactants are [Cl:1][C:2]1[CH:7]=[CH:6][C:5]([C:8]2([CH2:14][CH2:15][C:16]#[N:17])[CH2:13][CH2:12][NH:11][CH2:10][CH2:9]2)=[CH:4][CH:3]=1.Br[C:19]1[C:20]2[N:21]([N:25]=[C:26]([NH:28][C:29]3[CH:45]=[CH:44][C:32]([C:33]([N:35]([CH3:43])[CH:36]4[CH2:41][CH2:40][N:39]([CH3:42])[CH2:38][CH2:37]4)=[O:34])=[CH:31][CH:30]=3)[N:27]=2)[CH:22]=[CH:23][CH:24]=1.O1CCOCC1.C([O-])([O-])=O.[Cs+].[Cs+].CC1(C)C2C(=C(P(C3C=CC=CC=3)C3C=CC=CC=3)C=CC=2)OC2C(P(C3C=CC=CC=3)C3C=CC=CC=3)=CC=CC1=2. The yield is 0.0600. The catalyst is C1C=CC(/C=C/C(/C=C/C2C=CC=CC=2)=O)=CC=1.C1C=CC(/C=C/C(/C=C/C2C=CC=CC=2)=O)=CC=1.C1C=CC(/C=C/C(/C=C/C2C=CC=CC=2)=O)=CC=1.[Pd].[Pd]. (10) The reactants are [N:1]1([CH2:6][CH2:7][CH2:8][O:9][C:10]2[CH:15]=[CH:14][C:13]([C:16]3([C:22](=[S:24])[NH2:23])[CH2:21][CH2:20][O:19][CH2:18][CH2:17]3)=[CH:12][CH:11]=2)[CH2:5][CH2:4][CH2:3][CH2:2]1.Cl[CH2:26][C:27](=O)[CH3:28].C(O)C. The catalyst is ClCCl. The product is [CH3:28][C:27]1[N:23]=[C:22]([C:16]2([C:13]3[CH:14]=[CH:15][C:10]([O:9][CH2:8][CH2:7][CH2:6][N:1]4[CH2:5][CH2:4][CH2:3][CH2:2]4)=[CH:11][CH:12]=3)[CH2:21][CH2:20][O:19][CH2:18][CH2:17]2)[S:24][CH:26]=1. The yield is 0.610.